From a dataset of Reaction yield outcomes from USPTO patents with 853,638 reactions. Predict the reaction yield, written as a fraction of the theoretical maximum amount of product (1.0 means a 100% yield; for example, 0.34 means a 34% yield). (1) The reactants are C[Si]([NH-])(C)C.[Li+].[C:7]1([C:13]2[O:17][CH:16]=[N:15][C:14]=2[C:18]([O:20][CH2:21][CH3:22])=[O:19])[CH:12]=[CH:11][CH:10]=[CH:9][CH:8]=1.[I:23]I.S([O-])([O-])(=O)=S.[Na+].[Na+]. The catalyst is O1CCCC1. The product is [I:23][C:16]1[O:17][C:13]([C:7]2[CH:8]=[CH:9][CH:10]=[CH:11][CH:12]=2)=[C:14]([C:18]([O:20][CH2:21][CH3:22])=[O:19])[N:15]=1. The yield is 0.820. (2) The reactants are [CH3:1][C:2]1[N:11]=[C:10]([C:12]2[CH:17]=[CH:16][N:15]=[N:14][CH:13]=2)[C:9]2[CH2:8][CH2:7][C@H:6]3[C@H:18]([CH3:25])[C:19](=[O:24])[CH:20]([C:22]#[N:23])[CH2:21][C@:5]3([C:26]3[CH:31]=[CH:30][CH:29]=[CH:28][CH:27]=3)[C:4]=2[N:3]=1.BrN1C(C)(C)C(=O)N(Br)C1=O.N1C=CC=CC=1. The catalyst is CN(C)C(=O)C.O. The product is [CH3:1][C:2]1[N:11]=[C:10]([C:12]2[CH:17]=[CH:16][N:15]=[N:14][CH:13]=2)[C:9]2[CH2:8][CH2:7][C@H:6]3[C@H:18]([CH3:25])[C:19](=[O:24])[C:20]([C:22]#[N:23])=[CH:21][C@:5]3([C:26]3[CH:27]=[CH:28][CH:29]=[CH:30][CH:31]=3)[C:4]=2[N:3]=1. The yield is 0.360. (3) The reactants are Br[C:2]1[C:3]([CH2:11][OH:12])=[CH:4][C:5]2[O:9][CH2:8][O:7][C:6]=2[CH:10]=1.[Li]CCCC.[CH2:18]([N:23]1[C:31]2[C:26](=[CH:27][CH:28]=[CH:29][CH:30]=2)[C:25](=[O:32])[C:24]1=[O:33])[CH2:19][CH2:20][CH2:21][CH3:22]. The catalyst is C1COCC1. The product is [OH:32][C:25]1([C:2]2[C:3]([CH2:11][OH:12])=[CH:4][C:5]3[O:9][CH2:8][O:7][C:6]=3[CH:10]=2)[C:26]2[C:31](=[CH:30][CH:29]=[CH:28][CH:27]=2)[N:23]([CH2:18][CH2:19][CH2:20][CH2:21][CH3:22])[C:24]1=[O:33]. The yield is 0.250.